This data is from Peptide-MHC class I binding affinity with 185,985 pairs from IEDB/IMGT. The task is: Regression. Given a peptide amino acid sequence and an MHC pseudo amino acid sequence, predict their binding affinity value. This is MHC class I binding data. (1) The peptide sequence is KHDEEFCDM. The MHC is HLA-A02:11 with pseudo-sequence HLA-A02:11. The binding affinity (normalized) is 0.0847. (2) The peptide sequence is DEWECTRDD. The MHC is HLA-A03:01 with pseudo-sequence HLA-A03:01. The binding affinity (normalized) is 0.0847. (3) The peptide sequence is VRQRVIPVY. The MHC is HLA-B15:01 with pseudo-sequence HLA-B15:01. The binding affinity (normalized) is 0.903. (4) The peptide sequence is LQAGFFLLT. The MHC is HLA-A02:02 with pseudo-sequence HLA-A02:02. The binding affinity (normalized) is 0.285. (5) The peptide sequence is KVQEWYLSY. The MHC is HLA-A26:02 with pseudo-sequence HLA-A26:02. The binding affinity (normalized) is 0.344.